Dataset: Full USPTO retrosynthesis dataset with 1.9M reactions from patents (1976-2016). Task: Predict the reactants needed to synthesize the given product. Given the product [CH3:1][C:2]1[C:7]([C:8]2[CH:16]=[CH:15][C:14]([OH:17])=[C:13]3[C:9]=2[CH:10]=[CH:11][NH:12]3)=[C:6]([CH3:19])[N:5]=[CH:4][N:3]=1, predict the reactants needed to synthesize it. The reactants are: [CH3:1][C:2]1[C:7]([C:8]2[CH:16]=[CH:15][C:14]([O:17]C)=[C:13]3[C:9]=2[CH:10]=[CH:11][NH:12]3)=[C:6]([CH3:19])[N:5]=[CH:4][N:3]=1.CC1C=C(O)C=CC=1N1C2C=CN=CC=2N=C1C.